This data is from CYP2C19 inhibition data for predicting drug metabolism from PubChem BioAssay. The task is: Regression/Classification. Given a drug SMILES string, predict its absorption, distribution, metabolism, or excretion properties. Task type varies by dataset: regression for continuous measurements (e.g., permeability, clearance, half-life) or binary classification for categorical outcomes (e.g., BBB penetration, CYP inhibition). Dataset: cyp2c19_veith. (1) The molecule is COc1ccc(-c2nsc3c(N4CCCCC4)ncnc23)cc1. The result is 1 (inhibitor). (2) The compound is CC(C)C[C@H](NC(=O)[C@@H](O)[C@H](N)Cc1ccccc1)C(=O)O. The result is 0 (non-inhibitor). (3) The compound is CCn1c(/C=C2/C(=O)N(C)c3ccccc32)nc2ccccc2c1=O. The result is 1 (inhibitor). (4) The molecule is O=C(c1csnn1)N1CCC2(CCCN(c3ccccn3)C2)CC1. The result is 1 (inhibitor).